Task: Regression. Given two drug SMILES strings and cell line genomic features, predict the synergy score measuring deviation from expected non-interaction effect.. Dataset: NCI-60 drug combinations with 297,098 pairs across 59 cell lines (1) Drug 1: CN(CCCl)CCCl.Cl. Drug 2: C(CN)CNCCSP(=O)(O)O. Cell line: HOP-92. Synergy scores: CSS=17.7, Synergy_ZIP=-5.69, Synergy_Bliss=2.10, Synergy_Loewe=-20.4, Synergy_HSA=1.49. (2) Drug 1: C(=O)(N)NO. Drug 2: CC12CCC3C(C1CCC2OP(=O)(O)O)CCC4=C3C=CC(=C4)OC(=O)N(CCCl)CCCl.[Na+]. Cell line: EKVX. Synergy scores: CSS=9.33, Synergy_ZIP=3.12, Synergy_Bliss=7.14, Synergy_Loewe=5.65, Synergy_HSA=5.43.